Dataset: Experimentally validated miRNA-target interactions with 360,000+ pairs, plus equal number of negative samples. Task: Binary Classification. Given a miRNA mature sequence and a target amino acid sequence, predict their likelihood of interaction. (1) The miRNA is ath-miR159a with sequence UUUGGAUUGAAGGGAGCUCUA. The protein sequence of the target gene is MSYIPGQPVTAVVQRVEIHKLRQGENLILGFSIGGGIDQDPSQNPFSEDKTDKGIYVTRVSEGGPAEIAGLQIGDKIMQVNGWDMTMVTHDQARKRLTKRSEEVVRLLVTRQSLQKAVQQSMLS. Result: 0 (no interaction). (2) The miRNA is hsa-miR-7162-5p with sequence UGCUUCCUUUCUCAGCUG. The protein sequence of the target gene is MTSCGQQSLNVLAVLFSLLFSAVLSAHFRVCEPYTDHKGRYHFGFHCPRLSDNKTFILCCHHNNTVFKYCCNETEFQAVMQANLTASSEGYMHNNYTALLGVWIYGFFVLMLLVLDLLYYSAMNYDICKVYLARWGIQGRWMKQDPRRWGNPARAPRPGQRAPQPQPPPGPLPQAPQAVHTLRGDAHSPPLMTFQSSSA. Result: 1 (interaction). (3) The miRNA is hsa-miR-135a-5p with sequence UAUGGCUUUUUAUUCCUAUGUGA. The protein sequence of the target gene is MSPAFRAMDVEPRAKGVLLEPFVHQVGGHSCVLRFNETTLCKPLVPREHQFYETLPAEMRKFTPQYKGVVSVRFEEDEDRNLCLIAYPLKGDHGIVDIVDNSDCEPKSKLLRWTTNKKHHVLETEKTPKDWVRQHRKEEKMKSHKLEEEFEWLKKSEVLYYTVEKKGNISSQLKHYNPWSMKCHQQQLQRMKENAKHRNQYKFILLENLTSRYEVPCVLDLKMGTRQHGDDASEEKAANQIRKCQQSTSAVIGVRVCGMQVYQAGSGQLMFMNKYHGRKLSVQGFKEALFQFFHNGRYLR.... Result: 0 (no interaction). (4) The miRNA is hsa-miR-4755-5p with sequence UUUCCCUUCAGAGCCUGGCUUU. The protein sequence of the target gene is MDALVEDDICILNHEKAHKRDTVTPVSIYSGDESVASHFALVTAYEDIKKRLKDSEKENSLLKKRIRFLEEKLIARFEEETSSVGREQVNKAYHAYREVCIDRDNLKSKLDKMNKDNSESLKVLNEQLQSKEVELLQLRTEVETQQVMRNLNPPSSNWEVEKLSCDLKIHGLEQELELMRKECSDLKIELQKAKQTDPYQEDNLKSRDLQKLSISSDNMQHAYWELKREMSNLHLVTQVQAELLRKLKTSTAIKKACAPVGCSEDLGRDSTKLHLMNFTATYTRHPPLLPNGKALCHTTS.... Result: 0 (no interaction). (5) Result: 0 (no interaction). The protein sequence of the target gene is MSSDFPHYNFRMPNIGFQNLPLNIYIVVFGTAVFVFILSLLFCCYLIRLRHQAHKEFYAYKQVILKEKVKELNLHELCAVCLEDFKPRDELGICPCKHAFHRKCLVKWLEVRKVCPLCNMPVLQLAQLHSKQDRGPPQEPLPGAENIV. The miRNA is hsa-miR-31-5p with sequence AGGCAAGAUGCUGGCAUAGCU. (6) The miRNA is hsa-miR-199a-5p with sequence CCCAGUGUUCAGACUACCUGUUC. The protein sequence of the target gene is MSDEEARQSGGSSQAGVVTVSDVQELMRRKEEIEAQIKANYDVLESQKGIGMNEPLVDCEGYPRSDVDLYQVRTARHNIICLQNDHKAVMKQVEEALHQLHARDKEKQARDMAEAHKEAMSRKLGQSESQGPPRAFAKVNSISPGSPASIAGLQVDDEIVEFGSVNTQNFQSLHNIGSVVQHSEGKPLNVTVIRRGEKHQLRLVPTRWAGKGLLGCNIIPLQR. Result: 1 (interaction). (7) The miRNA is mmu-miR-3102-5p with sequence GUGAGUGGCCAGGGUGGGGCUG. The protein sequence of the target gene is MLKKFDKKDEESGGGSNPLQHLEKSAVLQEARVFNETPINPRKCAHILTKILYLINQGEHLGTTEATEAFFAMTKLFQSNDPTLRRMCYLTIKEMSCIAEDVIIVTSSLTKDMTGKEDNYRGPAVRALCQITDSTMLQAVERYMKQAIVDKVPSVSSSALVSSLHLLKCSFDVVKRWVNEAQEAASSDNIMVQYHALGLLYHVRKNDRLAVSKMISKFTRHGLKSPFAYCMMIRVASKQLEEEDGSRDSPLFDFIESCLRNKHEMVVYEAASAIVNLPGCSAKELAPAVSVLQLFCSSPK.... Result: 0 (no interaction).